From a dataset of Peptide-MHC class II binding affinity with 134,281 pairs from IEDB. Regression. Given a peptide amino acid sequence and an MHC pseudo amino acid sequence, predict their binding affinity value. This is MHC class II binding data. (1) The peptide sequence is EKSKFQDTHNNAHY. The MHC is DRB1_0301 with pseudo-sequence DRB1_0301. The binding affinity (normalized) is 0.0266. (2) The peptide sequence is SVRIRVRSGGHDYEG. The MHC is DRB1_0701 with pseudo-sequence DRB1_0701. The binding affinity (normalized) is 0.273. (3) The peptide sequence is TLEALDYKECEWPLT. The MHC is DRB1_0801 with pseudo-sequence DRB1_0801. The binding affinity (normalized) is 0. (4) The peptide sequence is EHYTVLFSDLANSHQ. The MHC is DRB1_0101 with pseudo-sequence DRB1_0101. The binding affinity (normalized) is 0.821. (5) The peptide sequence is KGDEQKLRSAGELEL. The MHC is DRB1_1001 with pseudo-sequence DRB1_1001. The binding affinity (normalized) is 0.200. (6) The peptide sequence is QPNLKALREKVLGLP. The MHC is DRB1_1501 with pseudo-sequence DRB1_1501. The binding affinity (normalized) is 0.343. (7) The peptide sequence is QASPDLLRGLLSTFI. The MHC is HLA-DPA10201-DPB11401 with pseudo-sequence HLA-DPA10201-DPB11401. The binding affinity (normalized) is 0.0463.